This data is from Forward reaction prediction with 1.9M reactions from USPTO patents (1976-2016). The task is: Predict the product of the given reaction. The product is: [Br:2][CH2:3][CH2:4][NH:5][C:18](=[O:19])[O:17][C:14]([CH3:16])([CH3:15])[CH3:13]. Given the reactants Br.[Br:2][CH2:3][CH2:4][NH2:5].CCN(CC)CC.[CH3:13][C:14]([O:17][C:18](O[C:18]([O:17][C:14]([CH3:16])([CH3:15])[CH3:13])=[O:19])=[O:19])([CH3:16])[CH3:15], predict the reaction product.